This data is from Experimentally validated miRNA-target interactions with 360,000+ pairs, plus equal number of negative samples. The task is: Binary Classification. Given a miRNA mature sequence and a target amino acid sequence, predict their likelihood of interaction. (1) Result: 0 (no interaction). The protein sequence of the target gene is MKFAEHLSAHITPEWRKQYIQYEAFKDMLYSAQDQAPSVEVTDEDTVKRYFAKFEEKFFQTCEKELAKINTFYSEKLAEAQRRFATLQNELQSSLDVQKESSGVTTLRQRRKPVFHLSHEERVQHRNIKDLKLAFSEFYLSLILLQNYQNLNFTGFRKILKKHDKILETSRGADWRVIHVEVAPFYTCKKINQLISETEAVVTNELEDGDRQKAMKRLRVPPLGAAQPAPAWTTFRVGLFCGIFIVLNITLVFAAVFKLETDRTVWPLIRIYRGGFLLIEFLFLLGINTYGWRQAGVNHV.... The miRNA is rno-miR-7a-5p with sequence UGGAAGACUAGUGAUUUUGUUGU. (2) The miRNA is hsa-miR-4667-3p with sequence UCCCUCCUUCUGUCCCCACAG. Result: 0 (no interaction). The protein sequence of the target gene is MPMASPQTLVLYLLVLAVTEAWGQEAVIPGCHLHPFNVTVRSDRQGTCQGSHVAQACVGHCESSAFPSRYSVLVASGYRHNITSVSQCCTISGLKKVKVQLQCVGSRREELEIFTARACQCDMCRLSRY. (3) The miRNA is mmu-miR-590-3p with sequence UAAUUUUAUGUAUAAGCUAGU. The protein sequence of the target gene is MATPGNLGSSVLASKTKTKKKHFVAQKVKLFRASDPLLSVLMWGVNHSINELSHVQIPVMLMPDDFKAYSKIKVDNHLFNKENMPSHFKFKEYCPMVFRNLRERFGIDDQDFQNSLTRSAPLPNDSQARSGARFHTSYDKRYVIKTITSEDVAEMHNILKKYHQYIVECHGVTLLPQFLGMYRLNVDGVEIYVIVTRNVFSHRLSVYRKYDLKGSTVAREASDKEKAKELPTLKDNDFINEGQKIYIDDNNKKIFLEKLKKDVEFLAQLKLMDYSLLVGIHDVERAEQEEVECEENDGEE.... Result: 1 (interaction).